This data is from Forward reaction prediction with 1.9M reactions from USPTO patents (1976-2016). The task is: Predict the product of the given reaction. (1) Given the reactants [CH:1]1([C:6]2[S:7][CH:8]=[C:9]([C:11]([O:13]CC)=[O:12])[N:10]=2)[CH2:5][CH2:4][CH2:3][CH2:2]1.CCC(C1SC=C(C(OCC)=O)N=1)CC, predict the reaction product. The product is: [CH3:3][CH2:2][CH:1]([C:6]1[S:7][CH:8]=[C:9]([C:11]([OH:13])=[O:12])[N:10]=1)[CH2:5][CH3:4]. (2) Given the reactants [C:1]([O:5][C:6](=[O:22])[NH:7][CH:8]([C:15]1[CH:20]=[CH:19][C:18]([Cl:21])=[CH:17][CH:16]=1)[C:9](=[O:14])N(OC)C)([CH3:4])([CH3:3])[CH3:2].Br[C:24]1[CH:29]=[CH:28][C:27]([O:30][CH:31]([CH3:36])[C:32]([F:35])([F:34])[F:33])=[CH:26][CH:25]=1, predict the reaction product. The product is: [C:1]([O:5][C:6](=[O:22])[NH:7][CH:8]([C:15]1[CH:16]=[CH:17][C:18]([Cl:21])=[CH:19][CH:20]=1)[C:9](=[O:14])[C:24]1[CH:25]=[CH:26][C:27]([O:30][CH:31]([CH3:36])[C:32]([F:33])([F:34])[F:35])=[CH:28][CH:29]=1)([CH3:2])([CH3:3])[CH3:4].